Predict the reactants needed to synthesize the given product. From a dataset of Full USPTO retrosynthesis dataset with 1.9M reactions from patents (1976-2016). (1) Given the product [CH3:3][C:4]1[O:8][C:7]([CH:9]([CH:11]2[CH2:15][CH2:14][CH2:13][S:12]2)[OH:10])=[CH:6][CH:5]=1, predict the reactants needed to synthesize it. The reactants are: [BH4-].[Na+].[CH3:3][C:4]1[O:8][C:7]([C:9]([CH:11]2[CH2:15][CH2:14][CH2:13][S:12]2)=[O:10])=[CH:6][CH:5]=1.C(OCC)(=O)C.O. (2) Given the product [Cl:1][C:2]1[CH:3]=[CH:4][C:5]([C@H:8]2[C@@H:12]([C:13]3[CH:14]=[CH:15][C:16]([Cl:19])=[CH:17][CH:18]=3)[N:11]([C:20]([N:47]3[CH2:46][CH2:45][N:44]([CH2:43][C:42]([NH:41][C:37]([CH3:40])([CH3:39])[CH3:38])=[O:50])[CH2:49][CH2:48]3)=[O:21])[C:10]([C:23]3[CH:28]=[CH:27][C:26]([C:29]([C:32]#[N:33])([CH3:30])[CH3:31])=[CH:25][C:24]=3[O:34][CH2:35][CH3:36])=[N:9]2)=[CH:6][CH:7]=1, predict the reactants needed to synthesize it. The reactants are: [Cl:1][C:2]1[CH:7]=[CH:6][C:5]([C@H:8]2[C@@H:12]([C:13]3[CH:18]=[CH:17][C:16]([Cl:19])=[CH:15][CH:14]=3)[N:11]([C:20](Cl)=[O:21])[C:10]([C:23]3[CH:28]=[CH:27][C:26]([C:29]([C:32]#[N:33])([CH3:31])[CH3:30])=[CH:25][C:24]=3[O:34][CH2:35][CH3:36])=[N:9]2)=[CH:4][CH:3]=1.[C:37]([NH:41][C:42](=[O:50])[CH2:43][N:44]1[CH2:49][CH2:48][NH:47][CH2:46][CH2:45]1)([CH3:40])([CH3:39])[CH3:38]. (3) Given the product [CH3:1][N:2]1[CH2:11][CH:10]([C:12]2[CH:17]=[CH:16][C:15]([S:18][CH3:19])=[CH:14][CH:13]=2)[C:9]2[C:4](=[CH:5][C:6]([O:20][C:24]3[CH:25]=[C:26]([CH2:28][N:29]4[CH2:30][CH2:31][CH2:32][CH2:33][CH2:34]4)[CH:27]=[CH:22][N:23]=3)=[CH:7][CH:8]=2)[CH2:3]1, predict the reactants needed to synthesize it. The reactants are: [CH3:1][N:2]1[CH2:11][CH:10]([C:12]2[CH:17]=[CH:16][C:15]([S:18][CH3:19])=[CH:14][CH:13]=2)[C:9]2[C:4](=[CH:5][C:6]([OH:20])=[CH:7][CH:8]=2)[CH2:3]1.Br[C:22]1[CH:27]=[C:26]([CH2:28][N:29]2[CH2:34][CH2:33][CH2:32][CH2:31][CH2:30]2)[CH:25]=[CH:24][N:23]=1.C([O-])([O-])=O.[Cs+].[Cs+].CN1CCCC1. (4) Given the product [Cl:1][C:2]1[C:10]2[O:9][CH2:8][O:7][C:6]=2[CH:5]=[CH:4][C:3]=1[N:11]=[C:14]=[O:13], predict the reactants needed to synthesize it. The reactants are: [Cl:1][C:2]1[C:10]2[O:9][CH2:8][O:7][C:6]=2[CH:5]=[CH:4][C:3]=1[NH2:11].Cl.[O:13]1CCOC[CH2:14]1.C(Cl)(Cl)=O. (5) Given the product [Cl:1][C:2]1[CH:7]=[CH:6][CH:5]=[CH:4][C:3]=1[N:8]1[C:12]([S:13][C:14]2[CH:19]=[CH:18][CH:17]=[C:16]([CH3:20])[N:15]=2)=[CH:11][C:10]([CH:21]=[O:22])=[N:9]1, predict the reactants needed to synthesize it. The reactants are: [Cl:1][C:2]1[CH:7]=[CH:6][CH:5]=[CH:4][C:3]=1[N:8]1[C:12]([S:13][C:14]2[CH:19]=[CH:18][CH:17]=[C:16]([CH3:20])[N:15]=2)=[CH:11][C:10]([C:21](OCC)=[O:22])=[N:9]1.[H-].C([Al+]CC(C)C)C(C)C.C1(C)C=CC=CC=1.[OH-].[Na+]. (6) Given the product [F:7][C:8]([F:15])([F:14])[C:9]([NH:1][CH:2]([CH2:5][OH:6])[CH2:3][OH:4])=[O:10], predict the reactants needed to synthesize it. The reactants are: [NH2:1][CH:2]([CH2:5][OH:6])[CH2:3][OH:4].[F:7][C:8]([F:15])([F:14])[C:9](OCC)=[O:10]. (7) Given the product [OH:2][CH2:3][CH2:4][CH2:5][NH:6][C:7]([C:9]1[C:17]2[C:12](=[CH:13][C:14]([OH:18])=[CH:15][CH:16]=2)[N:11]([CH3:20])[C:10]=1[CH3:21])=[O:8], predict the reactants needed to synthesize it. The reactants are: C[O:2][CH2:3][CH2:4][CH2:5][NH:6][C:7]([C:9]1[C:17]2[C:12](=[CH:13][C:14]([O:18]C)=[CH:15][CH:16]=2)[N:11]([CH3:20])[C:10]=1[CH3:21])=[O:8].B(Br)(Br)Br. (8) Given the product [N:1]1([C:13]2[C:29]3[C:24](=[N:25][CH:26]=[C:27]([N+:30]([O-:7])=[O:33])[CH:28]=3)[NH:23][N:12]=2)[CH:5]=[CH:4][N:3]=[CH:2]1, predict the reactants needed to synthesize it. The reactants are: [NH:1]1[CH:5]=[CH:4][N:3]=[CH:2]1.C(=O)([O-])[O-:7].[K+].[K+].[NH:12]1CCC[C@H:13]1C(O)=O.BrC1[C:29]2[N:28]=[C:27]([N+:30]([O-])=O)[CH:26]=[CH:25][C:24]=2[NH:23]N=1.[OH2:33]. (9) Given the product [Br:3][C:4]1[CH:9]=[CH:8][C:7]([N:10]2[C:11](=[O:14])[CH2:12][O:13][CH2:17]2)=[CH:6][C:5]=1[CH3:15], predict the reactants needed to synthesize it. The reactants are: [H-].[Na+].[Br:3][C:4]1[CH:9]=[CH:8][C:7]([NH:10][C:11](=[O:14])[CH2:12][OH:13])=[CH:6][C:5]=1[CH3:15].Br[CH2:17]Br. (10) Given the product [CH2:21]([O:20][C:18]([NH:4][C:5]1[S:6][CH:7]=[C:8]([C:10](=[O:16])[C:11]([O:13][CH2:14][CH3:15])=[O:12])[N:9]=1)=[O:19])[CH:22]=[CH2:23], predict the reactants needed to synthesize it. The reactants are: ClCCl.[NH2:4][C:5]1[S:6][CH:7]=[C:8]([C:10](=[O:16])[C:11]([O:13][CH2:14][CH3:15])=[O:12])[N:9]=1.Cl[C:18]([O:20][CH2:21][CH:22]=[CH2:23])=[O:19].